This data is from Full USPTO retrosynthesis dataset with 1.9M reactions from patents (1976-2016). The task is: Predict the reactants needed to synthesize the given product. Given the product [S:22]1[C:26]2[CH:27]=[C:28]([O:31][C:32]3[CH:38]=[CH:37][C:35]([NH:36][C:19]4[C:20]5[N:12]([CH2:11][CH2:10][OH:9])[CH:13]=[CH:14][C:15]=5[N:16]=[CH:17][N:18]=4)=[CH:34][C:33]=3[Cl:39])[CH:29]=[CH:30][C:25]=2[CH:24]=[N:23]1, predict the reactants needed to synthesize it. The reactants are: C([O:9][CH2:10][CH2:11][N:12]1[C:20]2[C:19](Cl)=[N:18][CH:17]=[N:16][C:15]=2[CH:14]=[CH:13]1)(=O)C1C=CC=CC=1.[S:22]1[C:26]2[CH:27]=[C:28]([O:31][C:32]3[CH:38]=[CH:37][C:35]([NH2:36])=[CH:34][C:33]=3[Cl:39])[CH:29]=[CH:30][C:25]=2[CH:24]=[N:23]1.Cl.N1C=CC=CC=1.C(=O)([O-])O.[Na+].[OH-].[Na+].